Predict the product of the given reaction. From a dataset of Forward reaction prediction with 1.9M reactions from USPTO patents (1976-2016). (1) Given the reactants C(OC([NH:8][CH2:9][CH2:10][C:11]([N:13]1[CH2:18][CH2:17][N:16]([CH2:19][CH2:20][CH2:21][C:22]([O:24][CH3:25])=[O:23])[CH2:15][CH2:14]1)=[O:12])=O)(C)(C)C.FC(F)(F)C(O)=O, predict the reaction product. The product is: [NH2:8][CH2:9][CH2:10][C:11]([N:13]1[CH2:18][CH2:17][N:16]([CH2:19][CH2:20][CH2:21][C:22]([O:24][CH3:25])=[O:23])[CH2:15][CH2:14]1)=[O:12]. (2) Given the reactants [C:1]1([CH:7]([CH3:11])[C:8]([OH:10])=O)[CH:6]=[CH:5][CH:4]=[CH:3][CH:2]=1.C(N(C(C)C)CC)(C)C.F[P-](F)(F)(F)(F)F.N1(O[P+](N(C)C)(N(C)C)N(C)C)C2C=CC=CC=2N=N1.[NH2:48][C:49]1[N:50]=[C:51]([CH:54]2[CH2:59][CH2:58][N:57]([C:60](=[O:70])[CH2:61][C:62]3[CH:67]=[C:66]([CH3:68])[CH:65]=[CH:64][C:63]=3[CH3:69])[CH2:56][CH2:55]2)[S:52][CH:53]=1, predict the reaction product. The product is: [CH3:69][C:63]1[CH:64]=[CH:65][C:66]([CH3:68])=[CH:67][C:62]=1[CH2:61][C:60]([N:57]1[CH2:56][CH2:55][CH:54]([C:51]2[S:52][CH:53]=[C:49]([NH:48][C:8](=[O:10])[CH:7]([C:1]3[CH:2]=[CH:3][CH:4]=[CH:5][CH:6]=3)[CH3:11])[N:50]=2)[CH2:59][CH2:58]1)=[O:70]. (3) Given the reactants [CH2:1]([O:3][C:4]([CH:6]1[CH2:11][CH2:10][N:9]([C:12]([O:14][C:15]([CH3:18])([CH3:17])[CH3:16])=[O:13])[CH2:8][C:7]1=O)=[O:5])[CH3:2].[NH4+:20].CCO, predict the reaction product. The product is: [CH2:1]([O:3][C:4]([C:6]1[CH2:11][CH2:10][N:9]([C:12]([O:14][C:15]([CH3:18])([CH3:17])[CH3:16])=[O:13])[CH2:8][C:7]=1[NH2:20])=[O:5])[CH3:2]. (4) Given the reactants ClC(Cl)(Cl)[C:3]([C:5]1[N:14]2[C:8]([CH2:9][N:10]([C:19]([C:21]3[CH:26]=[CH:25][C:24]([C:27]4[CH:32]=[CH:31][CH:30]=[CH:29][C:28]=4[CH3:33])=[C:23]([CH3:34])[CH:22]=3)=[O:20])[C:11]3[CH:18]=[CH:17][CH:16]=[CH:15][C:12]=3[CH2:13]2)=[CH:7][CH:6]=1)=[O:4].[C:37]1([CH2:43][CH2:44][CH2:45][NH2:46])[CH:42]=[CH:41][CH:40]=[CH:39][CH:38]=1, predict the reaction product. The product is: [CH3:34][C:23]1[CH:22]=[C:21]([C:19]([N:10]2[C:11]3[CH:18]=[CH:17][CH:16]=[CH:15][C:12]=3[CH2:13][N:14]3[C:5]([C:3]([NH:46][CH2:45][CH2:44][CH2:43][C:37]4[CH:42]=[CH:41][CH:40]=[CH:39][CH:38]=4)=[O:4])=[CH:6][CH:7]=[C:8]3[CH2:9]2)=[O:20])[CH:26]=[CH:25][C:24]=1[C:27]1[CH:32]=[CH:31][CH:30]=[CH:29][C:28]=1[CH3:33].